From a dataset of Forward reaction prediction with 1.9M reactions from USPTO patents (1976-2016). Predict the product of the given reaction. Given the reactants [CH2:1]([O:7][CH2:8][CH2:9][CH2:10][CH2:11][CH2:12][CH2:13][CH2:14][CH2:15]NC1C=C2C(=CC=1)N=CC=C2)[CH2:2][CH2:3][CH2:4][CH2:5][CH3:6].[NH2:27][C:28]1[CH:29]=[CH:30][CH:31]=[C:32]2[C:37]=1[N:36]=[CH:35][CH:34]=[CH:33]2, predict the reaction product. The product is: [CH2:1]([O:7][CH2:8][CH2:9][CH2:10][CH2:11][CH2:12][CH2:13][CH2:14][CH2:15][NH:27][C:28]1[CH:29]=[CH:30][CH:31]=[C:32]2[C:37]=1[N:36]=[CH:35][CH:34]=[CH:33]2)[CH2:2][CH2:3][CH2:4][CH2:5][CH3:6].